The task is: Regression. Given a peptide amino acid sequence and an MHC pseudo amino acid sequence, predict their binding affinity value. This is MHC class I binding data.. This data is from Peptide-MHC class I binding affinity with 185,985 pairs from IEDB/IMGT. (1) The peptide sequence is ILYNEYNFV. The MHC is HLA-A02:16 with pseudo-sequence HLA-A02:16. The binding affinity (normalized) is 1.00. (2) The peptide sequence is FLAFVVFLL. The MHC is HLA-A02:06 with pseudo-sequence HLA-A02:06. The binding affinity (normalized) is 0.913. (3) The peptide sequence is AENKWVTVY. The MHC is Mamu-A11 with pseudo-sequence Mamu-A11. The binding affinity (normalized) is 0.463. (4) The peptide sequence is FPFKYAAAF. The MHC is HLA-B40:01 with pseudo-sequence HLA-B40:01. The binding affinity (normalized) is 0.193. (5) The peptide sequence is FTSTALDL. The MHC is Mamu-A01 with pseudo-sequence Mamu-A01. The binding affinity (normalized) is 0.396. (6) The peptide sequence is IRLRPGGKK. The MHC is HLA-B58:01 with pseudo-sequence HLA-B58:01. The binding affinity (normalized) is 0.0452. (7) The peptide sequence is FIYGYLEPV. The MHC is HLA-A69:01 with pseudo-sequence HLA-A69:01. The binding affinity (normalized) is 1.00. (8) The binding affinity (normalized) is 0.157. The peptide sequence is STLERTSKASLER. The MHC is HLA-A03:01 with pseudo-sequence HLA-A03:01. (9) The peptide sequence is IPNSLHSLS. The MHC is HLA-B07:02 with pseudo-sequence HLA-B07:02. The binding affinity (normalized) is 0. (10) The peptide sequence is KSLYNTIAVLY. The MHC is HLA-A11:01 with pseudo-sequence HLA-A11:01. The binding affinity (normalized) is 0.255.